Dataset: Catalyst prediction with 721,799 reactions and 888 catalyst types from USPTO. Task: Predict which catalyst facilitates the given reaction. (1) The catalyst class is: 8. Product: [NH2:12][C:11]1[O:34][C:32]2[N:31]([C:35]3[CH:40]=[CH:39][CH:38]=[CH:37][CH:36]=3)[N:30]=[C:29]([C:26]3[CH:25]=[CH:24][C:23]([O:22][CH3:21])=[CH:28][CH:27]=3)[C:33]=2[CH:1]([C:2]2[CH:7]=[CH:6][CH:5]=[CH:4][CH:3]=2)[C:10]=1[C:9]#[N:13]. Reactant: [CH:1](=O)[C:2]1[CH:7]=[CH:6][CH:5]=[CH:4][CH:3]=1.[C:9](#[N:13])[CH2:10][C:11]#[N:12].C(N(CC)CC)C.[CH3:21][O:22][C:23]1[CH:28]=[CH:27][C:26]([C:29]2[CH2:33][C:32](=[O:34])[N:31]([C:35]3[CH:40]=[CH:39][CH:38]=[CH:37][CH:36]=3)[N:30]=2)=[CH:25][CH:24]=1. (2) Reactant: [Cl:1][C:2]1[CH:3]=[C:4]([CH:34]=[CH:35][C:36]=1[F:37])[CH2:5][N:6]1[CH2:15][CH2:14][C:13]2[C:8](=[C:9]([OH:32])[C:10](=[O:31])[N:11]3[CH2:20][CH2:19][CH2:18][N:17](CC4C=CC(OC)=CC=4)[C:16](=[O:30])[C:12]3=2)[C:7]1=[O:33].C1(C)C=CC(S(O)(=O)=O)=CC=1. Product: [Cl:1][C:2]1[CH:3]=[C:4]([CH:34]=[CH:35][C:36]=1[F:37])[CH2:5][N:6]1[CH2:15][CH2:14][C:13]2[C:8](=[C:9]([OH:32])[C:10](=[O:31])[N:11]3[CH2:20][CH2:19][CH2:18][NH:17][C:16](=[O:30])[C:12]3=2)[C:7]1=[O:33]. The catalyst class is: 11.